This data is from Reaction yield outcomes from USPTO patents with 853,638 reactions. The task is: Predict the reaction yield, written as a fraction of the theoretical maximum amount of product (1.0 means a 100% yield; for example, 0.34 means a 34% yield). (1) The reactants are [OH:1][C:2]([CH3:35])([CH3:34])[CH2:3][C@@:4]1([C:28]2[CH:33]=[CH:32][CH:31]=[CH:30][CH:29]=2)[O:9][C:8](=[O:10])[N:7]([C@H:11]([C:13]2[CH:18]=[CH:17][C:16](B3OC(C)(C)C(C)(C)O3)=[CH:15][CH:14]=2)[CH3:12])[CH2:6][CH2:5]1.Br[C:37]1[CH:38]=[CH:39][C:40]([C:43]2([S:46]([CH3:49])(=[O:48])=[O:47])[CH2:45][CH2:44]2)=[N:41][CH:42]=1. No catalyst specified. The product is [OH:1][C:2]([CH3:34])([CH3:35])[CH2:3][C@@:4]1([C:28]2[CH:33]=[CH:32][CH:31]=[CH:30][CH:29]=2)[O:9][C:8](=[O:10])[N:7]([C@H:11]([C:13]2[CH:14]=[CH:15][C:16]([C:37]3[CH:42]=[N:41][C:40]([C:43]4([S:46]([CH3:49])(=[O:48])=[O:47])[CH2:45][CH2:44]4)=[CH:39][CH:38]=3)=[CH:17][CH:18]=2)[CH3:12])[CH2:6][CH2:5]1. The yield is 0.580. (2) The reactants are [Li+].CC([N-]C(C)C)C.[C:9]([O:12][C:13]([CH3:16])([CH3:15])[CH3:14])(=[O:11])[CH3:10].[C:17]([C:20]1[C:21]([NH:26][C:27](=[O:32])[C:28]([CH3:31])([CH3:30])[CH3:29])=[N:22][CH:23]=[CH:24][CH:25]=1)(=[O:19])[CH3:18]. The catalyst is C1COCC1. The product is [OH:19][C:17]([C:20]1[C:21]([NH:26][C:27](=[O:32])[C:28]([CH3:31])([CH3:30])[CH3:29])=[N:22][CH:23]=[CH:24][CH:25]=1)([CH3:18])[CH2:10][C:9]([O:12][C:13]([CH3:16])([CH3:15])[CH3:14])=[O:11]. The yield is 0.610.